This data is from Catalyst prediction with 721,799 reactions and 888 catalyst types from USPTO. The task is: Predict which catalyst facilitates the given reaction. (1) Reactant: Cl[C:2]1[C:7]([C:8]([O:10][CH2:11][CH3:12])=[O:9])=[CH:6][N:5]=[C:4]([C:13]2[CH:18]=[CH:17][CH:16]=[C:15]([F:19])[CH:14]=2)[CH:3]=1.[Cl:20][C:21]1[CH:26]=[CH:25][CH:24]=[CH:23][C:22]=1[OH:27].C(=O)([O-])[O-].[K+].[K+]. Product: [Cl:20][C:21]1[CH:26]=[CH:25][CH:24]=[CH:23][C:22]=1[O:27][C:2]1[C:7]([C:8]([O:10][CH2:11][CH3:12])=[O:9])=[CH:6][N:5]=[C:4]([C:13]2[CH:18]=[CH:17][CH:16]=[C:15]([F:19])[CH:14]=2)[CH:3]=1. The catalyst class is: 3. (2) Reactant: [CH2:1]([N:4]([CH2:16][CH2:17][CH3:18])[CH2:5][CH2:6][CH2:7][NH:8]C(OC(C)(C)C)=O)[CH2:2][CH3:3].Cl.O1CCOCC1. Product: [CH2:16]([N:4]([CH2:1][CH2:2][CH3:3])[CH2:5][CH2:6][CH2:7][NH2:8])[CH2:17][CH3:18]. The catalyst class is: 5. (3) Reactant: [F:1][C:2]1[CH:12]=[C:11]([C:13]([F:16])([F:15])[F:14])[C:10]([N+:17]([O-])=O)=[CH:9][C:3]=1[C:4]([O:6][CH2:7][CH3:8])=[O:5]. Product: [NH2:17][C:10]1[C:11]([C:13]([F:16])([F:14])[F:15])=[CH:12][C:2]([F:1])=[C:3]([CH:9]=1)[C:4]([O:6][CH2:7][CH3:8])=[O:5]. The catalyst class is: 19. (4) Product: [CH3:34][O:33][CH2:32][CH2:31][N:9]1[CH2:10][CH2:11][N:6]2[N:5]=[C:4]([N+:1]([O-:3])=[O:2])[CH:12]=[C:7]2[CH2:8]1. Reactant: [N+:1]([C:4]1[CH:12]=[C:7]2[CH2:8][NH:9][CH2:10][CH2:11][N:6]2[N:5]=1)([O-:3])=[O:2].BrC1C=C(NC2C=C3CN([CH:31]4[CH2:34][O:33][CH2:32]4)CCN3N=2)C(=O)N(C)C=1.C([O-])([O-])=O.[K+].[K+].BrCCOC. The catalyst class is: 10. (5) Reactant: C([O:5][C:6]([CH:8]1[CH:12]([C:13]2[CH:18]=[CH:17][CH:16]=[C:15]([Cl:19])[C:14]=2[F:20])[C:11]([C:23]2[CH:28]=[CH:27][C:26]([Cl:29])=[CH:25][C:24]=2[F:30])([C:21]#[N:22])[CH:10]([CH2:31][C:32]([C:35]([O:37][CH2:38][C:39]2[CH:44]=[CH:43][CH:42]=[CH:41][CH:40]=2)=[O:36])([CH3:34])[CH3:33])[NH:9]1)=[O:7])(C)(C)C.[F:45][C:46]([F:51])([F:50])[C:47]([OH:49])=[O:48]. Product: [F:45][C:46]([F:51])([F:50])[C:47]([OH:49])=[O:48].[CH2:38]([O:37][C:35]([C:32]([CH3:34])([CH3:33])[CH2:31][CH:10]1[NH:9][CH:8]([C:6]([OH:7])=[O:5])[CH:12]([C:13]2[CH:18]=[CH:17][CH:16]=[C:15]([Cl:19])[C:14]=2[F:20])[C:11]1([C:23]1[CH:28]=[CH:27][C:26]([Cl:29])=[CH:25][C:24]=1[F:30])[C:21]#[N:22])=[O:36])[C:39]1[CH:44]=[CH:43][CH:42]=[CH:41][CH:40]=1. The catalyst class is: 4. (6) Reactant: [OH:1][C:2]1[CH:9]=[CH:8][C:5]([CH:6]=[O:7])=[CH:4][C:3]=1[O:10][CH3:11].C(=O)([O-])[O-].[Li+].[Li+].F[C:19]1[C:28]2[C:23](=[CH:24][CH:25]=[CH:26][CH:27]=2)[C:22]([C:29]#[N:30])=[CH:21][CH:20]=1.O. Product: [CH:6]([C:5]1[CH:8]=[CH:9][C:2]([O:1][C:19]2[C:28]3[C:23](=[CH:24][CH:25]=[CH:26][CH:27]=3)[C:22]([C:29]#[N:30])=[CH:21][CH:20]=2)=[C:3]([O:10][CH3:11])[CH:4]=1)=[O:7]. The catalyst class is: 16. (7) Reactant: [CH:1]1([CH2:6][CH:7]([C:11]2[CH:16]=[CH:15][C:14]([C:17]#[C:18][C:19]3[CH:20]=[N:21][CH:22]=[N:23][CH:24]=3)=[CH:13][CH:12]=2)[C:8]([OH:10])=O)[CH2:5][CH2:4][CH2:3][CH2:2]1.F[P-](F)(F)(F)(F)F.N1(O[P+](N(C)C)(N(C)C)N(C)C)C2C=CC=CC=2N=N1.C(N(CC)CC)C.[NH2:59][C:60]1[S:61][CH:62]=[CH:63][N:64]=1. Product: [CH:1]1([CH2:6][CH:7]([C:11]2[CH:12]=[CH:13][C:14]([C:17]#[C:18][C:19]3[CH:20]=[N:21][CH:22]=[N:23][CH:24]=3)=[CH:15][CH:16]=2)[C:8]([NH:59][C:60]2[S:61][CH:62]=[CH:63][N:64]=2)=[O:10])[CH2:5][CH2:4][CH2:3][CH2:2]1. The catalyst class is: 34.